This data is from Full USPTO retrosynthesis dataset with 1.9M reactions from patents (1976-2016). The task is: Predict the reactants needed to synthesize the given product. (1) Given the product [N+:14]([C:11]1[CH:12]=[CH:13][C:8]2[N:7]=[C:6]([C:5]3[CH:20]=[CH:21][C:2]([NH2:1])=[CH:3][CH:4]=3)[N:17]([OH:18])[C:9]=2[CH:10]=1)([O-:16])=[O:15], predict the reactants needed to synthesize it. The reactants are: [NH2:1][C:2]1[CH:21]=[CH:20][C:5]([CH2:6][NH:7][C:8]2[CH:13]=[CH:12][C:11]([N+:14]([O-:16])=[O:15])=[CH:10][C:9]=2[N+:17]([O-])=[O:18])=[CH:4][CH:3]=1.C[O-].[Na+].C(O)(=O)CC(CC(O)=O)(C(O)=O)O. (2) Given the product [C:21]([C:5]1[O:1][C:2]([C:6]([OH:11])([CH2:9][CH3:10])[CH2:7][CH3:8])=[CH:3][CH:4]=1)([OH:23])=[O:22], predict the reactants needed to synthesize it. The reactants are: [O:1]1[CH:5]=[CH:4][CH:3]=[C:2]1[C:6]([OH:11])([CH2:9][CH3:10])[CH2:7][CH3:8].C1COCC1.N[C@H]([C:21]([OH:23])=[O:22])C[SeH].[Li]CCCC.Cl. (3) The reactants are: [CH3:1][C:2]([CH3:21])([CH:10]([O:19][CH3:20])[C:11]1[CH:16]=[CH:15][C:14]([O:17][CH3:18])=[CH:13][CH:12]=1)[CH:3]=[CH:4][CH:5]=[CH:6][C:7]([OH:9])=[O:8]. Given the product [CH3:1][C:2]([CH3:21])([CH:10]([O:19][CH3:20])[C:11]1[CH:16]=[CH:15][C:14]([O:17][CH3:18])=[CH:13][CH:12]=1)[CH2:3][CH2:4][CH2:5][CH2:6][C:7]([OH:9])=[O:8], predict the reactants needed to synthesize it. (4) Given the product [CH:7]1([C:12]2[CH:13]=[CH:14][C:15]([C:18]([CH3:25])=[CH:19][CH2:20][OH:21])=[CH:16][CH:17]=2)[CH2:8][CH2:9][CH2:10][CH2:11]1, predict the reactants needed to synthesize it. The reactants are: [H-].[H-].[H-].[H-].[Li+].[Al+3].[CH:7]1([C:12]2[CH:17]=[CH:16][C:15]([C:18]([CH3:25])=[CH:19][C:20](OCC)=[O:21])=[CH:14][CH:13]=2)[CH2:11][CH2:10][CH2:9][CH2:8]1.